Dataset: Reaction yield outcomes from USPTO patents with 853,638 reactions. Task: Predict the reaction yield, written as a fraction of the theoretical maximum amount of product (1.0 means a 100% yield; for example, 0.34 means a 34% yield). (1) The reactants are Br[C:2]1[C:3]([NH:8][C:9]2[S:10][C:11]3[C:16]([N:17]=2)=[CH:15][CH:14]=[CH:13][N:12]=3)=[N:4][CH:5]=[CH:6][CH:7]=1.[SH:18][CH2:19][CH2:20][C:21]([O:23][CH3:24])=[O:22].C(N(C(C)C)C(C)C)C.O1CCOCC1. The catalyst is C1C=CC(/C=C/C(/C=C/C2C=CC=CC=2)=O)=CC=1.C1C=CC(/C=C/C(/C=C/C2C=CC=CC=2)=O)=CC=1.C1C=CC(/C=C/C(/C=C/C2C=CC=CC=2)=O)=CC=1.[Pd].[Pd].C1(P(C2C=CC=CC=2)C2C3OC4C(=CC=CC=4P(C4C=CC=CC=4)C4C=CC=CC=4)C(C)(C)C=3C=CC=2)C=CC=CC=1.C(OCC)(=O)C. The product is [N:17]1[C:16]2[C:11](=[N:12][CH:13]=[CH:14][CH:15]=2)[S:10][C:9]=1[NH:8][C:3]1[C:2]([S:18][CH2:19][CH2:20][C:21]([O:23][CH3:24])=[O:22])=[CH:7][CH:6]=[CH:5][N:4]=1. The yield is 0.870. (2) The catalyst is C(O)(C(F)(F)F)=O.C(Cl)Cl. The product is [CH2:20]([O:19][C:17](=[O:18])[NH:16][CH2:15][CH2:14][C@H:11]1[CH2:10][CH2:9][C@@H:8]([NH2:7])[CH2:13][CH2:12]1)[C:21]1[CH:22]=[CH:23][CH:24]=[CH:25][CH:26]=1. The yield is 0.910. The reactants are C(OC(=O)[NH:7][C@H:8]1[CH2:13][CH2:12][C@@H:11]([CH2:14][CH2:15][NH:16][C:17]([O:19][CH2:20][C:21]2[CH:26]=[CH:25][CH:24]=[CH:23][CH:22]=2)=[O:18])[CH2:10][CH2:9]1)(C)(C)C. (3) The reactants are [CH3:1][C:2]1[CH:7]=[C:6]([CH3:8])[N:5]2[N:9]=[C:10]([SH:12])[N:11]=[C:4]2[N:3]=1.Br[CH2:14][CH2:15][OH:16]. The product is [CH3:1][C:2]1[CH:7]=[C:6]([CH3:8])[N:5]2[N:9]=[C:10]([S:12][CH2:14][CH2:15][OH:16])[N:11]=[C:4]2[N:3]=1. No catalyst specified. The yield is 0.840.